From a dataset of Full USPTO retrosynthesis dataset with 1.9M reactions from patents (1976-2016). Predict the reactants needed to synthesize the given product. (1) Given the product [CH:1]1([C:4]2[O:8][N:7]=[C:6]([C:9]3[C:10]([Cl:16])=[CH:11][CH:12]=[CH:13][C:14]=3[Cl:15])[C:5]=2[CH2:17][O:18][C:19]2[CH:20]=[CH:21][C:22]([C:25]3[CH:26]=[C:27]4[C:32](=[CH:33][CH:34]=3)[N:31]=[C:30]([C:35]([OH:37])=[O:36])[CH:29]=[CH:28]4)=[CH:23][CH:24]=2)[CH2:2][CH2:3]1, predict the reactants needed to synthesize it. The reactants are: [CH:1]1([C:4]2[O:8][N:7]=[C:6]([C:9]3[C:14]([Cl:15])=[CH:13][CH:12]=[CH:11][C:10]=3[Cl:16])[C:5]=2[CH2:17][O:18][C:19]2[CH:24]=[CH:23][C:22]([C:25]3[CH:26]=[C:27]4[C:32](=[CH:33][CH:34]=3)[N:31]=[C:30]([C:35]([O:37]C)=[O:36])[CH:29]=[CH:28]4)=[CH:21][CH:20]=2)[CH2:3][CH2:2]1.O1CCCC1.[OH-].[Na+].Cl. (2) Given the product [F:1][C:2]1[CH:3]=[C:4]([CH:29]=[CH:30][C:31]=1[F:32])[C:5]([N:7]=[C:8]([NH:23][C@@H:24]([CH3:28])[CH2:25][O:26][CH3:27])[NH:9][C:10]1[C:18]2[C:13](=[CH:14][C:15]([C:19]([F:20])([F:21])[F:22])=[CH:16][CH:17]=2)[N:12]([CH2:39][S:40][CH3:41])[N:11]=1)=[O:6], predict the reactants needed to synthesize it. The reactants are: [F:1][C:2]1[CH:3]=[C:4]([CH:29]=[CH:30][C:31]=1[F:32])[C:5]([N:7]=[C:8]([NH:23][C@@H:24]([CH3:28])[CH2:25][O:26][CH3:27])[NH:9][C:10]1[C:18]2[C:13](=[CH:14][C:15]([C:19]([F:22])([F:21])[F:20])=[CH:16][CH:17]=2)[NH:12][N:11]=1)=[O:6].CC(C)([O-])C.[K+].[CH3:39][S:40][CH2:41]Cl. (3) Given the product [ClH:36].[CH3:34][C:32]1[CH:31]=[C:4]([CH:3]=[C:2]([CH3:1])[CH:33]=1)[O:5][C:6]1[CH:11]=[CH:10][C:9]([N+:12]([O-:14])=[O:13])=[CH:8][C:7]=1[S:15]([N:18]1[CH2:23][CH2:22][NH:21][CH2:20][CH2:19]1)(=[O:17])=[O:16], predict the reactants needed to synthesize it. The reactants are: [CH3:1][C:2]1[CH:3]=[C:4]([CH:31]=[C:32]([CH3:34])[CH:33]=1)[O:5][C:6]1[CH:11]=[CH:10][C:9]([N+:12]([O-:14])=[O:13])=[CH:8][C:7]=1[S:15]([N:18]1[CH2:23][CH2:22][N:21](C(OC(C)(C)C)=O)[CH2:20][CH2:19]1)(=[O:17])=[O:16].C(Cl)[Cl:36]. (4) Given the product [N:31]1[C:40]2[C:35](=[CH:36][CH:37]=[N:38][CH:39]=2)[C:34]([NH:41][C:17]([CH:14]2[CH2:15][CH2:16][N:11]([C:2]3[CH:3]=[CH:4][C:5]4[C:10](=[CH:9][CH:8]=[CH:7][CH:6]=4)[CH:1]=3)[CH2:12][CH2:13]2)=[O:18])=[CH:33][CH:32]=1, predict the reactants needed to synthesize it. The reactants are: [CH:1]1[C:10]2[C:5](=[CH:6][CH:7]=[CH:8][CH:9]=2)[CH:4]=[CH:3][C:2]=1[N:11]1[CH2:16][CH2:15][CH:14]([C:17](O)=[O:18])[CH2:13][CH2:12]1.BrC1C=CC2C(=CC=CC=2)C=1.[N:31]1[C:40]2[C:35](=[CH:36][CH:37]=[N:38][CH:39]=2)[C:34]([NH2:41])=[CH:33][CH:32]=1. (5) Given the product [C:11]([C:3]1[NH:4][C:5]([C:7]([CH3:10])([CH3:8])[CH3:9])=[CH:6][C:2]=1[NH:1][C:24]([NH:23][C:17]1[CH:18]=[CH:19][CH:20]=[C:21]([Cl:22])[C:16]=1[Cl:15])=[O:25])([O:13][CH3:14])=[O:12], predict the reactants needed to synthesize it. The reactants are: [NH2:1][C:2]1[CH:6]=[C:5]([C:7]([CH3:10])([CH3:9])[CH3:8])[NH:4][C:3]=1[C:11]([O:13][CH3:14])=[O:12].[Cl:15][C:16]1[C:21]([Cl:22])=[CH:20][CH:19]=[CH:18][C:17]=1[N:23]=[C:24]=[O:25]. (6) Given the product [F:12][C:2]([F:1])([C:6]1[CH:11]=[CH:10][CH:9]=[CH:8][CH:7]=1)[C:3]([NH:13][CH2:14][CH2:15][CH2:16][N:17]1[CH2:22][CH2:21][CH:20]([C:23]2[CH:24]=[C:25]([NH:30][C:31](=[O:35])[CH:32]([CH3:33])[CH3:34])[CH:26]=[CH:27][C:28]=2[F:29])[CH2:19][CH2:18]1)=[O:5], predict the reactants needed to synthesize it. The reactants are: [F:1][C:2]([F:12])([C:6]1[CH:11]=[CH:10][CH:9]=[CH:8][CH:7]=1)[C:3]([OH:5])=O.[NH2:13][CH2:14][CH2:15][CH2:16][N:17]1[CH2:22][CH2:21][CH:20]([C:23]2[CH:24]=[C:25]([NH:30][C:31](=[O:35])[CH:32]([CH3:34])[CH3:33])[CH:26]=[CH:27][C:28]=2[F:29])[CH2:19][CH2:18]1. (7) Given the product [C:16]([O:20][C:21]([N:23]1[CH2:28][CH2:27][CH:26]([NH:29][C:2]2[CH:7]=[C:6]([Cl:8])[N:5]=[CH:4][N:3]=2)[CH2:25][CH2:24]1)=[O:22])([CH3:19])([CH3:17])[CH3:18], predict the reactants needed to synthesize it. The reactants are: Cl[C:2]1[CH:7]=[C:6]([Cl:8])[N:5]=[CH:4][N:3]=1.C(N(CC)CC)C.[C:16]([O:20][C:21]([N:23]1[CH2:28][CH2:27][CH:26]([NH2:29])[CH2:25][CH2:24]1)=[O:22])([CH3:19])([CH3:18])[CH3:17]. (8) Given the product [CH:45]1([C@H:40]([NH:39][C:37]([C:28]2[C:27]([NH:26][C:64](=[O:65])[CH2:63][C:53]3[C:52]([Cl:51])=[CH:57][C:56]([C:58]([F:61])([F:59])[F:60])=[CH:55][C:54]=3[Cl:62])=[CH:36][C:35]3[C:30](=[CH:31][CH:32]=[CH:33][CH:34]=3)[CH:29]=2)=[O:38])[C:41]([O:43][CH3:44])=[O:42])[CH2:50][CH2:49][CH2:48][CH2:47][CH2:46]1, predict the reactants needed to synthesize it. The reactants are: CN(C(ON1N=NC2C=CC=NC1=2)=[N+](C)C)C.F[P-](F)(F)(F)(F)F.Cl.[NH2:26][C:27]1[C:28]([C:37]([NH:39][C@@H:40]([CH:45]2[CH2:50][CH2:49][CH2:48][CH2:47][CH2:46]2)[C:41]([O:43][CH3:44])=[O:42])=[O:38])=[CH:29][C:30]2[C:35]([CH:36]=1)=[CH:34][CH:33]=[CH:32][CH:31]=2.[Cl:51][C:52]1[CH:57]=[C:56]([C:58]([F:61])([F:60])[F:59])[CH:55]=[C:54]([Cl:62])[C:53]=1[CH2:63][C:64](O)=[O:65].C(N(C(C)C)CC)(C)C.